Dataset: Forward reaction prediction with 1.9M reactions from USPTO patents (1976-2016). Task: Predict the product of the given reaction. (1) Given the reactants [CH3:1][C:2]1([CH3:21])[O:6][CH:5]([CH2:7][O:8][C:9]2[C:18]([CH3:19])=[CH:17][C:12]([C:13]([NH:15][OH:16])=[NH:14])=[CH:11][C:10]=2C)[CH2:4][O:3]1.[Cl:22]C1C=C(C=C(C)C=1O)C#N.CC1(C)O[C@H](CO)CO1, predict the reaction product. The product is: [Cl:22][C:10]1[CH:11]=[C:12]([CH:17]=[C:18]([CH3:19])[C:9]=1[O:8][CH2:7][C@@H:5]1[CH2:4][O:3][C:2]([CH3:21])([CH3:1])[O:6]1)[C:13]([NH:15][OH:16])=[NH:14]. (2) Given the reactants C([O:3][C:4](=[O:36])[C@@H:5]([NH:13][C:14]([C:16]1[O:17][C:18]([CH2:21][CH2:22][CH2:23][CH2:24][C:25]2[NH:35][C:28]3[N:29]=[C:30]([NH2:34])[NH:31][C:32](=[O:33])[C:27]=3[CH:26]=2)=[CH:19][CH:20]=1)=[O:15])[CH2:6][CH2:7][C:8]([O:10]CC)=[O:9])C, predict the reaction product. The product is: [NH2:34][C:30]1[NH:31][C:32](=[O:33])[C:27]2[CH:26]=[C:25]([CH2:24][CH2:23][CH2:22][CH2:21][C:18]3[O:17][C:16]([C:14]([NH:13][C@@H:5]([CH2:6][CH2:7][C:8]([OH:10])=[O:9])[C:4]([OH:36])=[O:3])=[O:15])=[CH:20][CH:19]=3)[NH:35][C:28]=2[N:29]=1. (3) Given the reactants [CH2:1]=[C:2]1[CH2:7][CH2:6][O:5][CH2:4][CH2:3]1.C12BC(CCC1)CCC2.Br[C:18]1[N:23]=[C:22]([NH:24][C:25](=[O:31])[O:26][C:27]([CH3:30])([CH3:29])[CH3:28])[CH:21]=[CH:20][CH:19]=1.C(=O)([O-])[O-].[K+].[K+], predict the reaction product. The product is: [O:5]1[CH2:6][CH2:7][CH:2]([CH2:1][C:18]2[N:23]=[C:22]([NH:24][C:25](=[O:31])[O:26][C:27]([CH3:29])([CH3:28])[CH3:30])[CH:21]=[CH:20][CH:19]=2)[CH2:3][CH2:4]1. (4) The product is: [Br:29][C:30]1[CH:35]=[CH:34][CH:33]=[CH:32][C:31]=1[N:20]1[CH2:19][CH2:18][O:17][C:16]2[CH:21]=[C:12]([S:9]([N:8]([CH2:7][C:6]3[CH:5]=[CH:4][C:3]([O:2][CH3:1])=[CH:28][CH:27]=3)[C:22]3[S:23][CH:24]=[CH:25][N:26]=3)(=[O:11])=[O:10])[CH:13]=[CH:14][C:15]1=2. Given the reactants [CH3:1][O:2][C:3]1[CH:28]=[CH:27][C:6]([CH2:7][N:8]([C:22]2[S:23][CH:24]=[CH:25][N:26]=2)[S:9]([C:12]2[CH:13]=[CH:14][C:15]3[NH:20][CH2:19][CH2:18][O:17][C:16]=3[CH:21]=2)(=[O:11])=[O:10])=[CH:5][CH:4]=1.[Br:29][C:30]1[CH:35]=[CH:34][CH:33]=[CH:32][C:31]=1I.CC1(C)C2C(=C(P(C3C=CC=CC=3)C3C=CC=CC=3)C=CC=2)OC2C(P(C3C=CC=CC=3)C3C=CC=CC=3)=CC=CC1=2.CC(C)([O-])C.[Na+], predict the reaction product. (5) The product is: [CH2:41]([O:44][P:45]([O:51][CH2:52][CH2:53][C:54]([CH3:58])([CH3:57])[C:55]([O:38][C@:9]([C:3]1[CH:4]=[CH:5][C:6]([F:8])=[CH:7][C:2]=1[F:1])([CH2:32][N:33]1[CH:37]=[N:36][CH:35]=[N:34]1)[C@H:10]([S:12][C@@H:13]1[CH2:18][O:17][C@@H:16](/[CH:19]=[CH:20]/[CH:21]=[CH:22]/[C:23]2[CH:30]=[CH:29][C:26]([C:27]#[N:28])=[CH:25][C:24]=2[F:31])[O:15][CH2:14]1)[CH3:11])=[O:59])([O:47][CH2:48][CH:49]=[CH2:50])=[O:46])[CH:42]=[CH2:43]. Given the reactants [F:1][C:2]1[CH:7]=[C:6]([F:8])[CH:5]=[CH:4][C:3]=1[C@@:9]([OH:38])([CH2:32][N:33]1[CH:37]=[N:36][CH:35]=[N:34]1)[C@H:10]([S:12][C@@H:13]1[CH2:18][O:17][C@@H:16](/[CH:19]=[CH:20]/[CH:21]=[CH:22]/[C:23]2[CH:30]=[CH:29][C:26]([C:27]#[N:28])=[CH:25][C:24]=2[F:31])[O:15][CH2:14]1)[CH3:11].[H-].[Na+].[CH2:41]([O:44][P:45]([O:51][CH2:52][CH2:53][C:54]([CH3:58])([CH3:57])[CH2:55]Cl)([O:47][CH2:48][CH:49]=[CH2:50])=[O:46])[CH:42]=[CH2:43].[O:59]1CCCC1, predict the reaction product. (6) Given the reactants Cl.[Cl:2][C:3]1[CH:8]=[CH:7][C:6]([CH:9]([NH:14]C(=O)OC(C)(C)C)[CH2:10][CH2:11][NH:12][CH3:13])=[CH:5][CH:4]=1, predict the reaction product. The product is: [Cl:2][C:3]1[CH:4]=[CH:5][C:6]([CH:9]([NH2:14])[CH2:10][CH2:11][NH:12][CH3:13])=[CH:7][CH:8]=1.